Dataset: Reaction yield outcomes from USPTO patents with 853,638 reactions. Task: Predict the reaction yield, written as a fraction of the theoretical maximum amount of product (1.0 means a 100% yield; for example, 0.34 means a 34% yield). The reactants are [N+:1]([C:4]1[CH:5]=[N:6][NH:7][CH:8]=1)([O-:3])=[O:2].I[CH:10]1[CH2:13][O:12][CH2:11]1.C(=O)([O-])[O-].[Cs+].[Cs+]. The catalyst is CN(C=O)C. The product is [N+:1]([C:4]1[CH:5]=[N:6][N:7]([CH:10]2[CH2:13][O:12][CH2:11]2)[CH:8]=1)([O-:3])=[O:2]. The yield is 0.860.